Predict the reaction yield, written as a fraction of the theoretical maximum amount of product (1.0 means a 100% yield; for example, 0.34 means a 34% yield). From a dataset of Reaction yield outcomes from USPTO patents with 853,638 reactions. (1) The product is [CH3:11][C:1]1[CH:2]=[C:3]([CH:4]=[CH:5][CH:6]=1)[CH2:7][C:8]1[O:10][N:25]=[C:19]([C:20]([O:22][CH2:23][CH3:24])=[O:21])[N:18]=1. The yield is 0.230. The catalyst is ClCCl.N1C=CC=CC=1.CN(C=O)C. The reactants are [C:1]1([CH3:11])[CH:6]=[CH:5][CH:4]=[C:3]([CH2:7][C:8]([OH:10])=O)[CH:2]=1.C(Cl)(=O)C(Cl)=O.[NH2:18][C:19](=[N:25]O)[C:20]([O:22][CH2:23][CH3:24])=[O:21].C(N(CC)C(C)C)(C)C. (2) The reactants are [F:1][C:2]1[CH:8]=[C:7]([CH3:9])[C:6]([B:10]2[O:14][C:13]([CH3:16])([CH3:15])[C:12]([CH3:18])([CH3:17])[O:11]2)=[CH:5][C:3]=1[NH2:4].Cl[C:20]([O:22][C:23]([CH3:25])=[CH2:24])=[O:21]. The catalyst is CCOC(C)=O.C([O-])(O)=O.[Na+]. The product is [F:1][C:2]1[CH:8]=[C:7]([CH3:9])[C:6]([B:10]2[O:14][C:13]([CH3:16])([CH3:15])[C:12]([CH3:18])([CH3:17])[O:11]2)=[CH:5][C:3]=1[NH:4][C:20](=[O:21])[O:22][C:23]([CH3:25])=[CH2:24]. The yield is 1.00. (3) The product is [F:14][C:2]1([F:1])[CH2:7][C@H:6]([OH:8])[C@@H:5]([C:9]2[CH:13]=[N:12][N:11]([CH2:27][C:26]3[CH:29]=[CH:30][C:23]([O:22][CH3:21])=[CH:24][CH:25]=3)[CH:10]=2)[CH2:4][CH2:3]1. The catalyst is C(#N)C. The yield is 0.250. The reactants are [F:1][C:2]1([F:14])[CH2:7][C@H:6]([OH:8])[C@@H:5]([C:9]2[CH:10]=[N:11][NH:12][CH:13]=2)[CH2:4][CH2:3]1.C(=O)([O-])[O-].[K+].[K+].[CH3:21][O:22][C:23]1[CH:30]=[CH:29][C:26]([CH2:27]Cl)=[CH:25][CH:24]=1.O. (4) The reactants are I[C:2]1[N:9]2[C:5]([S:6][C:7]([C:10]3[CH:11]=[N:12][CH:13]=[C:14]([O:16][CH3:17])[CH:15]=3)=[N:8]2)=[N:4][CH:3]=1.CC1(C)C(C)(C)OB([C:26]2[CH:27]=[C:28]([C:33]([F:36])([F:35])[F:34])[C:29]([NH2:32])=[N:30][CH:31]=2)O1.C([O-])([O-])=O.[K+].[K+]. The catalyst is COCCOC.C1C=CC(P(C2C=CC=CC=2)[C-]2C=CC=C2)=CC=1.C1C=CC(P(C2C=CC=CC=2)[C-]2C=CC=C2)=CC=1.Cl[Pd]Cl.[Fe+2]. The product is [CH3:17][O:16][C:14]1[CH:15]=[C:10]([C:7]2[S:6][C:5]3=[N:4][CH:3]=[C:2]([C:26]4[CH:27]=[C:28]([C:33]([F:36])([F:35])[F:34])[C:29]([NH2:32])=[N:30][CH:31]=4)[N:9]3[N:8]=2)[CH:11]=[N:12][CH:13]=1. The yield is 0.420. (5) The reactants are [CH:1]1([PH:7][CH:8]2[CH2:13][CH2:12][CH2:11][CH2:10][CH2:9]2)[CH2:6][CH2:5][CH2:4][CH2:3][CH2:2]1.[Cl:14]C(Cl)(Cl)C(OCC)=O. The catalyst is C1COCC1. The product is [CH:8]1([P:7]([CH:1]2[CH2:2][CH2:3][CH2:4][CH2:5][CH2:6]2)[Cl:14])[CH2:9][CH2:10][CH2:11][CH2:12][CH2:13]1. The yield is 0.530.